This data is from Catalyst prediction with 721,799 reactions and 888 catalyst types from USPTO. The task is: Predict which catalyst facilitates the given reaction. Product: [F:13][C:14]1[CH:22]=[CH:21][C:17]([C:18]([N:4]([O:3][CH3:2])[CH3:5])=[O:19])=[CH:16][CH:15]=1. Reactant: Cl.[CH3:2][O:3][NH:4][CH3:5].C(N(CC)CC)C.[F:13][C:14]1[CH:22]=[CH:21][C:17]([C:18](Cl)=[O:19])=[CH:16][CH:15]=1.O. The catalyst class is: 4.